From a dataset of Reaction yield outcomes from USPTO patents with 853,638 reactions. Predict the reaction yield, written as a fraction of the theoretical maximum amount of product (1.0 means a 100% yield; for example, 0.34 means a 34% yield). (1) The reactants are [C:1]([O:5][C:6]([N:8]([CH2:26][C:27]([O:29][C:30]([CH3:33])([CH3:32])[CH3:31])=[O:28])[C:9]1[CH:14]=[CH:13][CH:12]=[C:11]([CH2:15][NH:16][S:17]([C:20]2[CH:21]=[N:22][CH:23]=[CH:24][CH:25]=2)(=[O:19])=[O:18])[N:10]=1)=[O:7])([CH3:4])([CH3:3])[CH3:2].[CH2:34]([C:36]([C:40]1[CH:47]=[CH:46][C:43]([CH2:44]O)=[CH:42][CH:41]=1)([CH3:39])[CH2:37][CH3:38])[CH3:35].C(P(CCCC)CCCC)CCC.CN(C)C(N=NC(N(C)C)=O)=O. The catalyst is O.O1CCCC1. The product is [C:1]([O:5][C:6]([N:8]([CH2:26][C:27]([O:29][C:30]([CH3:33])([CH3:32])[CH3:31])=[O:28])[C:9]1[CH:14]=[CH:13][CH:12]=[C:11]([CH:15]([CH2:44][C:43]2[CH:46]=[CH:47][C:40]([C:36]([CH2:37][CH3:38])([CH3:39])[CH2:34][CH3:35])=[CH:41][CH:42]=2)[NH:16][S:17]([C:20]2[CH:21]=[N:22][CH:23]=[CH:24][CH:25]=2)(=[O:19])=[O:18])[N:10]=1)=[O:7])([CH3:4])([CH3:3])[CH3:2]. The yield is 0.910. (2) The reactants are [Cl:1][C:2]1[CH:3]=[C:4]([C:17]#[CH:18])[CH:5]=[C:6]2[C:10]=1[C:9](=[O:11])[N:8]([C@H:12]([CH:14]1[CH2:16][CH2:15]1)[CH3:13])[CH2:7]2.C(=O)([O-])O.[K+].O.Cl[C:26](=[N:32][OH:33])[C:27]([O:29][CH2:30][CH3:31])=[O:28]. The catalyst is C(OCC)(=O)C. The product is [Cl:1][C:2]1[CH:3]=[C:4]([C:17]2[O:33][N:32]=[C:26]([C:27]([O:29][CH2:30][CH3:31])=[O:28])[CH:18]=2)[CH:5]=[C:6]2[C:10]=1[C:9](=[O:11])[N:8]([C@H:12]([CH:14]1[CH2:16][CH2:15]1)[CH3:13])[CH2:7]2. The yield is 0.412.